Task: Predict the reactants needed to synthesize the given product.. Dataset: Full USPTO retrosynthesis dataset with 1.9M reactions from patents (1976-2016) The reactants are: Cl[C:2]1[CH:3]=[C:4]2[C:9](=[CH:10][CH:11]=1)[N:8]=[CH:7][CH:6]=[CH:5]2.[CH3:12][C:13]1[N:18]=[C:17]([C:19](=[O:21])[CH3:20])[CH:16]=[CH:15][CH:14]=1.CC(C)([O-])C.[K+].C(O)(=O)C. Given the product [CH3:12][C:13]1[N:18]=[C:17]([C:19](=[O:21])[CH2:20][C:2]2[CH:3]=[C:4]3[C:9](=[CH:10][CH:11]=2)[N:8]=[CH:7][CH:6]=[CH:5]3)[CH:16]=[CH:15][CH:14]=1, predict the reactants needed to synthesize it.